The task is: Predict the product of the given reaction.. This data is from Forward reaction prediction with 1.9M reactions from USPTO patents (1976-2016). (1) Given the reactants [NH2:1][C:2]1[CH:3]=[N:4][CH:5]=[C:6]([Br:8])[CH:7]=1.[C:9](Cl)(=[O:14])[C:10]([CH3:13])([CH3:12])[CH3:11], predict the reaction product. The product is: [Br:8][C:6]1[CH:7]=[C:2]([NH:1][C:9](=[O:14])[C:10]([CH3:13])([CH3:12])[CH3:11])[CH:3]=[N:4][CH:5]=1. (2) Given the reactants [CH2:1]([O:5][CH2:6][C:7]1[CH:12]=[CH:11][C:10]([CH2:13][C:14](Cl)=[N:15][OH:16])=[CH:9][CH:8]=1)[CH2:2][CH2:3][CH3:4].[C:18]([C:20]1[C:21]([NH2:26])=[N:22][CH:23]=[CH:24][CH:25]=1)#[CH:19].C(N(CC)CC)C, predict the reaction product. The product is: [CH2:1]([O:5][CH2:6][C:7]1[CH:12]=[CH:11][C:10]([CH2:13][C:14]2[CH:19]=[C:18]([C:20]3[C:21]([NH2:26])=[N:22][CH:23]=[CH:24][CH:25]=3)[O:16][N:15]=2)=[CH:9][CH:8]=1)[CH2:2][CH2:3][CH3:4]. (3) The product is: [Cl:1][C:2]1[N:3]=[N:4][C:5]([O:16][C:11]2[CH:12]=[CH:13][CH:14]=[CH:15][C:10]=2[CH3:9])=[CH:6][CH:7]=1. Given the reactants [Cl:1][C:2]1[N:3]=[N:4][C:5](Cl)=[CH:6][CH:7]=1.[CH3:9][C:10]1[CH:15]=[CH:14][CH:13]=[CH:12][C:11]=1[OH:16].C(=O)([O-])[O-].[K+].[K+], predict the reaction product. (4) The product is: [Br:19][C:6]1[C:5]2[CH2:8][CH2:9][CH2:10][C:4]=2[C:3](=[O:11])[N:2]([CH3:1])[CH:7]=1. Given the reactants [CH3:1][N:2]1[CH:7]=[CH:6][C:5]2[CH2:8][CH2:9][CH2:10][C:4]=2[C:3]1=[O:11].C1C(=O)N([Br:19])C(=O)C1, predict the reaction product. (5) Given the reactants [CH3:1][C@@:2]12[C:8]([CH3:10])([CH3:9])[C@@H:5]([CH2:6][CH2:7]1)[CH:4]([C:11](Cl)=[O:12])[C:3]2=O.[F:15][C:16]1[CH:21]=[C:20]([F:22])[CH:19]=[CH:18][C:17]=1[NH:23][N:24]=CC.N1C=CC=CC=1.Cl.O1CCOCC1, predict the reaction product. The product is: [F:15][C:16]1[CH:21]=[C:20]([F:22])[CH:19]=[CH:18][C:17]=1[N:23]1[C:11](=[O:12])[C:4]2[C@H:5]3[C:8]([CH3:10])([CH3:9])[C@:2]([CH3:1])([CH2:7][CH2:6]3)[C:3]=2[NH:24]1. (6) Given the reactants P([O-])([O-])([O-])=O.[K+].[K+].[K+].C1C(=O)NC(=O)N([C@@H]2O[C@H](COP(OP(O[C@H:32]3[O:37][C@H:36]([CH2:38][OH:39])[C@@H:35]([OH:40])[C@H:34]([OH:41])[C@H:33]3[OH:42])(O)=O)(O)=O)[C@@H](O)[C@H]2O)C=1.[CH3:45][C@:46]12[C@@H:55]3[CH2:56][CH2:57][C@@:58]4([O:63][C@@H:64]5[O:69][C@H:68]([CH2:70][OH:71])[C@@H:67]([OH:72])[C@H:66]([OH:73])[C@H:65]5[O:74][C@@H:75]5[O:80][C@H:79]([CH2:81][OH:82])[C@@H:78]([OH:83])[C@H:77]([OH:84])[C@H:76]5[OH:85])[C:60]([CH2:62][C@@:54]3([CH2:59]4)[CH2:53][CH2:52][C@@H:51]1[C@@:50]([C:87]([O:89][C@@H:90]1[O:95][C@H:94]([CH2:96][OH:97])[C@@H:93]([OH:98])[C@H:92]([OH:99])[C@H:91]1[O:100][C@@H:101]1[O:106][C@H:105]([CH2:107][OH:108])[C@@H:104]([OH:109])[C@H:103]([OH:110])[C@H:102]1[OH:111])=[O:88])([CH3:86])[CH2:49][CH2:48][CH2:47]2)=[CH2:61], predict the reaction product. The product is: [CH3:45][C@:46]12[C@@H:55]3[CH2:56][CH2:57][C@@:58]4([O:63][C@@H:64]5[O:69][C@H:68]([CH2:70][OH:71])[C@@H:67]([OH:72])[C@H:66]([OH:73])[C@H:65]5[O:74][C@@H:75]5[O:80][C@H:79]([CH2:81][OH:82])[C@@H:78]([OH:83])[C@H:77]([OH:84])[C@H:76]5[OH:85])[C:60]([CH2:62][C@@:54]3([CH2:59]4)[CH2:53][CH2:52][C@@H:51]1[C@@:50]([C:87]([O:89][C@@H:90]1[O:95][C@H:94]([CH2:96][OH:97])[C@@H:93]([OH:98])[C@H:92]([OH:99])[C@H:91]1[O:100][C@@H:101]1[O:106][C@H:105]([CH2:107][OH:108])[C@@H:104]([OH:109])[C@H:103]([OH:110])[C@H:102]1[OH:111])=[O:88])([CH3:86])[CH2:49][CH2:48][CH2:47]2)=[CH2:61].[CH3:45][C@:46]12[C@@H:55]3[CH2:56][CH2:57][C@@:58]4([O:63][C@@H:64]5[O:69][C@H:68]([CH2:70][OH:71])[C@@H:67]([OH:72])[C@H:66]([O:73][C@@H:32]6[O:37][C@H:36]([CH2:38][OH:39])[C@@H:35]([OH:40])[C@H:34]([OH:41])[C@H:33]6[OH:42])[C@H:65]5[O:74][C@@H:75]5[O:80][C@H:79]([CH2:81][OH:82])[C@@H:78]([OH:83])[C@H:77]([OH:84])[C@H:76]5[OH:85])[C:60]([CH2:62][C@@:54]3([CH2:59]4)[CH2:53][CH2:52][C@@H:51]1[C@@:50]([C:87]([O:89][C@@H:90]1[O:95][C@H:94]([CH2:96][OH:97])[C@@H:93]([OH:98])[C@H:92]([OH:99])[C@H:91]1[O:100][C@@H:101]1[O:106][C@H:105]([CH2:107][OH:108])[C@@H:104]([OH:109])[C@H:103]([OH:110])[C@H:102]1[OH:111])=[O:88])([CH3:86])[CH2:49][CH2:48][CH2:47]2)=[CH2:61]. (7) Given the reactants [CH3:1][C:2]1[CH:7]=[C:6]([C:8]2[C:9](=[O:34])[NH:10][C:11](=[O:33])[N:12]([CH2:14][CH2:15][CH2:16][N:17]3[CH2:22][C@H:21]4[C@:19]([C:23]5[CH:28]=[CH:27][C:26]([C:29]([F:32])([F:31])[F:30])=[CH:25][CH:24]=5)([CH2:20]4)[CH2:18]3)[N:13]=2)[CH:5]=[CH:4][N:3]=1.[ClH:35].CO, predict the reaction product. The product is: [ClH:35].[ClH:35].[CH3:1][C:2]1[CH:7]=[C:6]([C:8]2[C:9](=[O:34])[NH:10][C:11](=[O:33])[N:12]([CH2:14][CH2:15][CH2:16][N:17]3[CH2:22][C@H:21]4[C@:19]([C:23]5[CH:28]=[CH:27][C:26]([C:29]([F:32])([F:31])[F:30])=[CH:25][CH:24]=5)([CH2:20]4)[CH2:18]3)[N:13]=2)[CH:5]=[CH:4][N:3]=1. (8) Given the reactants [Cl:1][C:2]1[CH:7]=[CH:6][CH:5]=[CH:4][C:3]=1[CH2:8][C:9](Cl)=[O:10].[Br:12][C:13]1[CH:14]=[CH:15][C:16]([NH:23]C(=O)CC2C=CC=C(C(F)(F)F)C=2)=[C:17]([CH:22]=1)[C:18]([O:20][CH3:21])=[O:19], predict the reaction product. The product is: [Br:12][C:13]1[CH:14]=[CH:15][C:16]([NH:23][C:9](=[O:10])[CH2:8][C:3]2[CH:4]=[CH:5][CH:6]=[CH:7][C:2]=2[Cl:1])=[C:17]([CH:22]=1)[C:18]([O:20][CH3:21])=[O:19]. (9) Given the reactants [Br-].[Br:2][C:3]1[CH:4]=[CH:5][C:6]([C:9](=[O:37])[CH2:10][N:11]2[C:15]([CH3:16])=[CH:14][N+:13](C(C3C=CC=CC=3)(C3C=CC=CC=3)C3C=CC=CC=3)=[C:12]2[CH3:36])=[N:7][CH:8]=1.FC(F)(F)C(O)=O, predict the reaction product. The product is: [Br:2][C:3]1[CH:4]=[CH:5][C:6]([C:9](=[O:37])[CH2:10][N:11]2[C:15]([CH3:16])=[CH:14][N:13]=[C:12]2[CH3:36])=[N:7][CH:8]=1.